From a dataset of Full USPTO retrosynthesis dataset with 1.9M reactions from patents (1976-2016). Predict the reactants needed to synthesize the given product. The reactants are: [Br:1][C:2]1[C:3]([C:14](=[S:16])[NH2:15])=[CH:4][C:5]([NH:8][C:9]([NH:11][CH2:12][CH3:13])=[O:10])=[N:6][CH:7]=1.CO[C:19]1C=CC(P2(SP(C3C=CC(OC)=CC=3)(=S)S2)=S)=C[CH:24]=1. Given the product [Br:1][C:2]1[C:3]([C:14](=[S:16])[NH2:15])=[CH:4][C:5]([NH:8][C:9]([NH:11][CH:12]([CH2:19][CH3:24])[CH3:13])=[O:10])=[N:6][CH:7]=1, predict the reactants needed to synthesize it.